Dataset: Forward reaction prediction with 1.9M reactions from USPTO patents (1976-2016). Task: Predict the product of the given reaction. (1) Given the reactants [N:1]1([S:7]([NH2:10])(=[O:9])=[O:8])[CH2:6][CH2:5][O:4][CH2:3][CH2:2]1.C1(P(C2CCCCC2)C2C=CC=CC=2C2C(C(C)C)=CC(C(C)C)=CC=2C(C)C)CCCCC1.C(=O)([O-])[O-].[Cs+].[Cs+].Cl[C:52]1[N:57]=[C:56]([S:58][CH2:59][C:60]2[CH:65]=[CH:64][CH:63]=[C:62]([F:66])[C:61]=2[F:67])[N:55]=[C:54]([O:68][CH2:69][CH2:70][OH:71])[CH:53]=1, predict the reaction product. The product is: [F:67][C:61]1[C:62]([F:66])=[CH:63][CH:64]=[CH:65][C:60]=1[CH2:59][S:58][C:56]1[N:57]=[C:52]([NH:10][S:7]([N:1]2[CH2:6][CH2:5][O:4][CH2:3][CH2:2]2)(=[O:9])=[O:8])[CH:53]=[C:54]([O:68][CH2:69][CH2:70][OH:71])[N:55]=1. (2) Given the reactants Br[C:2]1[CH:15]=[CH:14][C:13]2[O:12][C:11]3[C:6](=[CH:7][C:8]([C:16]4[CH:17]=[N:18][CH:19]=[CH:20][CH:21]=4)=[CH:9][CH:10]=3)[C@@:5]3([CH2:25][O:24][C:23]([NH2:26])=[N:22]3)[C:4]=2[CH:3]=1.P([O-])([O-])([O-])=O.[K+].[K+].[K+].[O:35]1[CH2:39][CH2:38][CH:37]=[C:36]1B1OC(C)(C)C(C)(C)O1.CC(N)CC1C=CC=CC=1.[OH:59]P(O)(O)=O, predict the reaction product. The product is: [NH2:26][C:23]1[O:24][CH2:25][C@:5]2([N:22]=1)[C:6]1[CH:7]=[C:8]([C:16]3[CH:17]=[N:18][CH:19]=[CH:20][CH:21]=3)[CH:9]=[CH:10][C:11]=1[O:12][C:13]1[C:4]2=[CH:3][C:2]([C:37](=[O:36])[CH2:38][CH2:39][CH2:35][OH:59])=[CH:15][CH:14]=1. (3) Given the reactants [ClH:1].[CH2:2]([N:6]1[C:15]2[C:10](=[CH:11][CH:12]=[CH:13][N:14]=2)[C:9]([C:16]2[CH:21]=[CH:20][CH:19]=[C:18]([O:22][CH2:23][CH2:24][CH2:25][OH:26])[CH:17]=2)=[C:8]([NH:27][C:28]([NH:30][C:31]2[C:36]([CH:37]([CH3:39])[CH3:38])=[CH:35][C:34]([NH2:40])=[CH:33][C:32]=2[CH:41]([CH3:43])[CH3:42])=[O:29])[C:7]1=[O:44])[CH2:3][CH2:4][CH3:5].O, predict the reaction product. The product is: [OH2:22].[ClH:1].[CH2:2]([N:6]1[C:15]2[C:10](=[CH:11][CH:12]=[CH:13][N:14]=2)[C:9]([C:16]2[CH:21]=[CH:20][CH:19]=[C:18]([O:22][CH2:23][CH2:24][CH2:25][OH:26])[CH:17]=2)=[C:8]([NH:27][C:28]([NH:30][C:31]2[C:32]([CH:41]([CH3:43])[CH3:42])=[CH:33][C:34]([NH2:40])=[CH:35][C:36]=2[CH:37]([CH3:39])[CH3:38])=[O:29])[C:7]1=[O:44])[CH2:3][CH2:4][CH3:5]. (4) Given the reactants ClC1C=CC=C(C)C=1[C:4]([OH:6])=[O:5].[CH2:12](Cl)[CH2:13]Cl.Cl.[CH:17]1[CH:22]=N[C:20]2[N:23](O)N=N[C:19]=2[CH:18]=1.[CH2:27](N(CC)CC)C, predict the reaction product. The product is: [NH2:23][C@H:20]([C:4]([OH:6])=[O:5])[CH2:19][C:18]1[CH:17]=[CH:22][CH:13]=[CH:12][CH:27]=1. (5) Given the reactants Cl.[NH2:2][C:3]1[N:11]=[CH:10][N:9]=[C:8]2[C:4]=1[N:5]=[CH:6][N:7]2[C:12]1[CH:17]=[CH:16][C:15]([NH:18][C:19]([NH:21][C:22]2[CH:27]=[CH:26][C:25]([Cl:28])=[C:24]([C:29]([F:32])([F:31])[F:30])[CH:23]=2)=[O:20])=[CH:14][CH:13]=1.[CH3:33][S:34](Cl)(=[O:36])=[O:35], predict the reaction product. The product is: [Cl:28][C:25]1[CH:26]=[CH:27][C:22]([NH:21][C:19]([NH:18][C:15]2[CH:14]=[CH:13][C:12]([N:7]3[CH:6]=[N:5][C:4]4[C:8]3=[N:9][CH:10]=[N:11][C:3]=4[N:2]([S:34]([CH3:33])(=[O:36])=[O:35])[S:34]([CH3:33])(=[O:36])=[O:35])=[CH:17][CH:16]=2)=[O:20])=[CH:23][C:24]=1[C:29]([F:31])([F:32])[F:30]. (6) Given the reactants Br[CH2:2][C:3]1[CH:24]=[CH:23][C:6]([C:7]([NH:9][C:10]2[CH:15]=[CH:14][C:13]([Cl:16])=[C:12]([C:17]3[CH:22]=[CH:21][CH:20]=[CH:19][N:18]=3)[CH:11]=2)=[O:8])=[CH:5][CH:4]=1.[NH:25]1[CH2:30][CH2:29][O:28][CH2:27][CH2:26]1, predict the reaction product. The product is: [Cl:16][C:13]1[CH:14]=[CH:15][C:10]([NH:9][C:7](=[O:8])[C:6]2[CH:23]=[CH:24][C:3]([CH2:2][N:25]3[CH2:30][CH2:29][O:28][CH2:27][CH2:26]3)=[CH:4][CH:5]=2)=[CH:11][C:12]=1[C:17]1[CH:22]=[CH:21][CH:20]=[CH:19][N:18]=1. (7) The product is: [OH:1][CH2:2][CH2:3][N:4]([CH3:28])[C:5]([C:7]1[CH:12]=[CH:11][C:10]([C:13]([C:37]2[CH:36]=[CH:35][CH:34]=[C:33]3[C:38]=2[N:29]=[CH:30][CH:31]=[CH:32]3)=[C:14]2[CH2:19][CH2:18][N:17]([C:20]([O:22][C:23]([CH3:26])([CH3:25])[CH3:24])=[O:21])[CH2:16][CH2:15]2)=[CH:9][CH:8]=1)=[O:6]. Given the reactants [OH:1][CH2:2][CH2:3][N:4]([CH3:28])[C:5]([C:7]1[CH:12]=[CH:11][C:10]([C:13](Br)=[C:14]2[CH2:19][CH2:18][N:17]([C:20]([O:22][C:23]([CH3:26])([CH3:25])[CH3:24])=[O:21])[CH2:16][CH2:15]2)=[CH:9][CH:8]=1)=[O:6].[N:29]1[C:38]2[C:33](=[CH:34][CH:35]=[CH:36][C:37]=2B(O)O)[CH:32]=[CH:31][CH:30]=1, predict the reaction product. (8) Given the reactants [I:1][C:2]1[CH:3]=[C:4]2[C:8](=[CH:9][CH:10]=1)[NH:7][C:6](=[O:11])[C:5]2=O.[N:13]1([C:18]2[N:19]=[N:20][N:21]([CH2:23][C:24]([NH:26][NH2:27])=[O:25])[N:22]=2)[CH2:17][CH2:16][CH2:15][CH2:14]1, predict the reaction product. The product is: [I:1][C:2]1[CH:3]=[C:4]2[C:8](=[CH:9][CH:10]=1)[NH:7][C:6](=[O:11])[C:5]2=[N:27][NH:26][C:24](=[O:25])[CH2:23][N:21]1[N:20]=[N:19][C:18]([N:13]2[CH2:14][CH2:15][CH2:16][CH2:17]2)=[N:22]1. (9) Given the reactants [Cl:1][C:2]1[CH:3]=[N:4][C:5]2[N:6]([N:8]=[C:9]([C:11]([OH:13])=O)[CH:10]=2)[CH:7]=1.[CH3:14][CH:15]1[C:20]2[CH:21]=[CH:22][S:23][C:19]=2[CH2:18][CH2:17][NH:16]1, predict the reaction product. The product is: [Cl:1][C:2]1[CH:3]=[N:4][C:5]2[N:6]([N:8]=[C:9]([C:11]([N:16]3[CH2:17][CH2:18][C:19]4[S:23][CH:22]=[CH:21][C:20]=4[CH:15]3[CH3:14])=[O:13])[CH:10]=2)[CH:7]=1.